Dataset: Reaction yield outcomes from USPTO patents with 853,638 reactions. Task: Predict the reaction yield, written as a fraction of the theoretical maximum amount of product (1.0 means a 100% yield; for example, 0.34 means a 34% yield). (1) The reactants are CC(C)(OC([NH:7][C@H:8]([C:28]([N:30]1[CH2:35][CH2:34][CH:33]([CH2:36][CH3:37])[CH2:32][CH2:31]1)=[O:29])[CH2:9][CH2:10][CH2:11][CH:12]1[CH2:17][CH2:16][N:15]([C:18]([O:20][CH2:21][C:22]2[CH:27]=[CH:26][CH:25]=[CH:24][CH:23]=2)=[O:19])[CH2:14][CH2:13]1)=O)C.[ClH:39]. The catalyst is ClCCl. The product is [ClH:39].[NH2:7][C@H:8]([C:28]([N:30]1[CH2:35][CH2:34][CH:33]([CH2:36][CH3:37])[CH2:32][CH2:31]1)=[O:29])[CH2:9][CH2:10][CH2:11][CH:12]1[CH2:17][CH2:16][N:15]([C:18]([O:20][CH2:21][C:22]2[CH:23]=[CH:24][CH:25]=[CH:26][CH:27]=2)=[O:19])[CH2:14][CH2:13]1. The yield is 1.00. (2) The reactants are Br[C:2]1[C:3]([CH3:22])=[C:4]([CH3:21])[C:5]2[O:9][C:8]([CH3:11])([CH3:10])[CH:7]([C:12]3[CH:17]=[CH:16][C:15]([CH3:18])=[CH:14][CH:13]=3)[C:6]=2[C:19]=1[CH3:20].[CH2:23]([NH2:30])[C:24]1[CH:29]=[CH:28][CH:27]=[CH:26][CH:25]=1.C(O[Na])(C)(C)C.Cl. The catalyst is C([O-])(=O)C.[Pd+2].C([O-])(=O)C.O.C1(C)C=CC=CC=1. The product is [CH2:23]([NH:30][C:2]1[C:3]([CH3:22])=[C:4]([CH3:21])[C:5]2[O:9][C:8]([CH3:11])([CH3:10])[CH:7]([C:12]3[CH:17]=[CH:16][C:15]([CH3:18])=[CH:14][CH:13]=3)[C:6]=2[C:19]=1[CH3:20])[C:24]1[CH:29]=[CH:28][CH:27]=[CH:26][CH:25]=1. The yield is 0.923. (3) The reactants are [Li+].CC([N-]C(C)C)C.[Br:9][C:10]1[CH:15]=[CH:14][C:13]([F:16])=[CH:12][C:11]=1[Br:17].[I:18]I. The catalyst is C1COCC1. The product is [Br:9][C:10]1[CH:15]=[CH:14][C:13]([F:16])=[C:12]([I:18])[C:11]=1[Br:17]. The yield is 0.700. (4) The reactants are [CH2:1]1[CH:10]2[CH:5]([CH2:6][CH2:7][CH2:8][CH2:9]2)[CH2:4][CH2:3][CH:2]1[O:11][C:12]1[CH:13]=[C:14]2[C:19](=[CH:20][CH:21]=1)[CH:18]=[C:17]([C@:22]1([CH3:28])[CH2:26][O:25]C(=O)[NH:23]1)[CH:16]=[CH:15]2.C(O)C.O.[OH-].[Li+].O. No catalyst specified. The product is [NH2:23][C@@:22]([C:17]1[CH:16]=[CH:15][C:14]2[C:19](=[CH:20][CH:21]=[C:12]([O:11][CH:2]3[CH2:3][CH2:4][CH:5]4[CH:10]([CH2:9][CH2:8][CH2:7][CH2:6]4)[CH2:1]3)[CH:13]=2)[CH:18]=1)([CH3:28])[CH2:26][OH:25]. The yield is 0.0200. (5) The reactants are [NH2:1][C:2]1[C:7]2[N:8]=[C:9]([C:11]([F:14])([F:13])[F:12])[O:10][C:6]=2[CH:5]=[CH:4][CH:3]=1.[C:15]1(=O)[O:20][C:18](=[O:19])[CH:17]=[CH:16]1. The catalyst is C(O)(=O)C. The product is [F:12][C:11]([F:14])([F:13])[C:9]1[O:10][C:6]2[CH:5]=[CH:4][CH:3]=[C:2]([N:1]3[C:18](=[O:19])[CH:17]=[CH:16][C:15]3=[O:20])[C:7]=2[N:8]=1. The yield is 0.570. (6) The reactants are F[C:2]1[CH:7]=[C:6]([S:8]([CH3:11])(=[O:10])=[O:9])[CH:5]=[CH:4][C:3]=1[N:12]1[C:16]2=[N:17][CH:18]=[N:19][C:20]([OH:21])=[C:15]2[CH:14]=[N:13]1.[CH3:22][NH:23][CH3:24]. The catalyst is CS(C)=O. The product is [CH3:22][N:23]([CH3:24])[C:2]1[CH:7]=[C:6]([S:8]([CH3:11])(=[O:10])=[O:9])[CH:5]=[CH:4][C:3]=1[N:12]1[C:16]2=[N:17][CH:18]=[N:19][C:20]([OH:21])=[C:15]2[CH:14]=[N:13]1. The yield is 0.890. (7) The reactants are [F:1][C:2]1[CH:11]=[C:10]2[C:5]([CH:6]=[C:7]([C:13]3[CH:14]=[C:15]4[N:20]=[C:19](SC)[CH:18]=[CH:17][N:16]4[CH:23]=3)[C:8](=[O:12])[O:9]2)=[CH:4][CH:3]=1. The catalyst is CC(N(C)C)=O.[Ni]. The product is [F:1][C:2]1[CH:11]=[C:10]2[C:5]([CH:6]=[C:7]([C:13]3[CH:14]=[C:15]4[N:20]=[CH:19][CH:18]=[CH:17][N:16]4[CH:23]=3)[C:8](=[O:12])[O:9]2)=[CH:4][CH:3]=1. The yield is 0.690. (8) The reactants are CN(C)/[CH:3]=[CH:4]/[C:5]1[C:10]([C:11]([F:14])([F:13])[F:12])=[CH:9][CH:8]=[CH:7][C:6]=1[N+:15]([O-])=O. The catalyst is CO.[Pd]. The product is [F:14][C:11]([F:12])([F:13])[C:10]1[CH:9]=[CH:8][CH:7]=[C:6]2[C:5]=1[CH:4]=[CH:3][NH:15]2. The yield is 0.580. (9) The yield is 0.883. The product is [C:1]([O:5][C:6]([NH:8][CH2:9][CH2:10][CH2:11][O:12][CH2:13][CH2:14][O:15][CH2:16][CH2:17][O:18][CH2:19][CH2:20][CH2:21][NH:22][C:23]([CH2:25][CH2:26][CH2:27][O:28][C:29]1[C:34]([CH2:35][CH2:36][C:37]([OH:39])=[O:38])=[C:33]([O:41][CH2:42][CH2:43][CH2:44][CH2:45][CH2:46][O:47][C:48]2[CH:53]=[C:52]([C:54]3[CH:59]=[CH:58][CH:57]=[CH:56][CH:55]=3)[CH:51]=[C:50]([C:60]3[CH:61]=[CH:62][CH:63]=[CH:64][CH:65]=3)[N:49]=2)[CH:32]=[CH:31][CH:30]=1)=[O:24])=[O:7])([CH3:4])([CH3:2])[CH3:3]. The catalyst is C1COCC1. The reactants are [C:1]([O:5][C:6]([NH:8][CH2:9][CH2:10][CH2:11][O:12][CH2:13][CH2:14][O:15][CH2:16][CH2:17][O:18][CH2:19][CH2:20][CH2:21][NH:22][C:23]([CH2:25][CH2:26][CH2:27][O:28][C:29]1[C:34]([CH2:35][CH2:36][C:37]([O:39]C)=[O:38])=[C:33]([O:41][CH2:42][CH2:43][CH2:44][CH2:45][CH2:46][O:47][C:48]2[CH:53]=[C:52]([C:54]3[CH:59]=[CH:58][CH:57]=[CH:56][CH:55]=3)[CH:51]=[C:50]([C:60]3[CH:65]=[CH:64][CH:63]=[CH:62][CH:61]=3)[N:49]=2)[CH:32]=[CH:31][CH:30]=1)=[O:24])=[O:7])([CH3:4])([CH3:3])[CH3:2].[Li+].[OH-]. (10) The reactants are [NH2:1][CH:2]([CH2:6][CH:7]([CH3:9])[CH3:8])[C:3]([OH:5])=[O:4].Cl.[CH3:11]O. No catalyst specified. The product is [NH2:1][CH:2]([CH2:6][CH:7]([CH3:9])[CH3:8])[C:3]([O:5][CH3:11])=[O:4]. The yield is 0.960.